Dataset: CYP2D6 inhibition data for predicting drug metabolism from PubChem BioAssay. Task: Regression/Classification. Given a drug SMILES string, predict its absorption, distribution, metabolism, or excretion properties. Task type varies by dataset: regression for continuous measurements (e.g., permeability, clearance, half-life) or binary classification for categorical outcomes (e.g., BBB penetration, CYP inhibition). Dataset: cyp2d6_veith. (1) The molecule is CC(C)COc1ccc(C(=O)Nc2scc(-c3ccc(Cl)cc3Cl)c2C(N)=O)cc1. The result is 0 (non-inhibitor). (2) The drug is CCC(=O)NNc1cc(=O)c2c(=O)n(C)c(=O)n(C)c2[nH]1. The result is 0 (non-inhibitor). (3) The drug is COc1cccc(Cn2c(=O)c(-c3ccc(Cl)cc3)nc3cnc(OC)nc32)c1. The result is 0 (non-inhibitor).